From a dataset of Reaction yield outcomes from USPTO patents with 853,638 reactions. Predict the reaction yield, written as a fraction of the theoretical maximum amount of product (1.0 means a 100% yield; for example, 0.34 means a 34% yield). The yield is 0.950. No catalyst specified. The reactants are Br[C:2]1[C:11]2[C:6](=[CH:7][CH:8]=[C:9]([OH:12])[CH:10]=2)[N:5]=[C:4]([C:13]2[CH:18]=[CH:17][C:16]([OH:19])=[C:15]([F:20])[CH:14]=2)[CH:3]=1.[S:21]1[CH:25]=[CH:24][C:23](B(O)O)=[CH:22]1. The product is [F:20][C:15]1[CH:14]=[C:13]([C:4]2[CH:3]=[C:2]([C:23]3[CH:24]=[CH:25][S:21][CH:22]=3)[C:11]3[C:6](=[CH:7][CH:8]=[C:9]([OH:12])[CH:10]=3)[N:5]=2)[CH:18]=[CH:17][C:16]=1[OH:19].